This data is from Full USPTO retrosynthesis dataset with 1.9M reactions from patents (1976-2016). The task is: Predict the reactants needed to synthesize the given product. Given the product [F:21][C:22]1[CH:23]=[C:24]2[C:29](=[CH:30][CH:31]=1)[N:28]=[CH:27][CH:26]=[C:25]2[N:32]1[C:5]([C:7]2[C:12](=[O:13])[CH:11]=[CH:10][N:9]([C:14]3[CH:19]=[CH:18][CH:17]=[CH:16][CH:15]=3)[N:8]=2)=[CH:4][CH:3]=[N:2]1, predict the reactants needed to synthesize it. The reactants are: C[N:2](C)/[CH:3]=[CH:4]/[C:5]([C:7]1[C:12](=[O:13])[CH:11]=[CH:10][N:9]([C:14]2[CH:19]=[CH:18][CH:17]=[CH:16][CH:15]=2)[N:8]=1)=O.[F:21][C:22]1[CH:23]=[C:24]2[C:29](=[CH:30][CH:31]=1)[N:28]=[CH:27][CH:26]=[C:25]2[NH:32]N.